Dataset: Peptide-MHC class II binding affinity with 134,281 pairs from IEDB. Task: Regression. Given a peptide amino acid sequence and an MHC pseudo amino acid sequence, predict their binding affinity value. This is MHC class II binding data. (1) The peptide sequence is ASQKRPSQRHGS. The MHC is H-2-IAu with pseudo-sequence H-2-IAu. The binding affinity (normalized) is 0. (2) The peptide sequence is YDKFLANVPTVLTGK. The MHC is DRB1_0701 with pseudo-sequence DRB1_0701. The binding affinity (normalized) is 0.763. (3) The MHC is H-2-IAb with pseudo-sequence H-2-IAb. The binding affinity (normalized) is 0.506. The peptide sequence is AWYRSPFSRVVHLY.